From a dataset of Forward reaction prediction with 1.9M reactions from USPTO patents (1976-2016). Predict the product of the given reaction. (1) Given the reactants [F:1][C:2]1[CH:10]=[CH:9][C:8]2[NH:7][C:6]3[C:11]([C:25]#[N:26])=[CH:12][N:13]=[C:14]([NH:15][C:16]4[C:21]([F:22])=[CH:20][C:19]([F:23])=[CH:18][C:17]=4[F:24])[C:5]=3[C:4]=2[CH:3]=1.C([O-])([O-])=[O:28].[K+].[K+].OO, predict the reaction product. The product is: [F:1][C:2]1[CH:10]=[CH:9][C:8]2[NH:7][C:6]3[C:11]([C:25]([NH2:26])=[O:28])=[CH:12][N:13]=[C:14]([NH:15][C:16]4[C:21]([F:22])=[CH:20][C:19]([F:23])=[CH:18][C:17]=4[F:24])[C:5]=3[C:4]=2[CH:3]=1. (2) Given the reactants Br[C:2]1[CH:19]=[CH:18][C:5]([C:6]([NH:8][CH2:9][C:10]2[CH:15]=[CH:14][CH:13]=[C:12]([O:16][CH3:17])[CH:11]=2)=[O:7])=[CH:4][CH:3]=1.[Cl:20][C:21]1[CH:26]=[C:25](B2OC(C)(C)C(C)(C)O2)[CH:24]=[CH:23][N:22]=1.C(=O)([O-])[O-].[Na+].[Na+].COCCOC, predict the reaction product. The product is: [Cl:20][C:21]1[CH:26]=[C:25]([C:2]2[CH:19]=[CH:18][C:5]([C:6]([NH:8][CH2:9][C:10]3[CH:15]=[CH:14][CH:13]=[C:12]([O:16][CH3:17])[CH:11]=3)=[O:7])=[CH:4][CH:3]=2)[CH:24]=[CH:23][N:22]=1. (3) Given the reactants [CH3:1][O:2][C:3]1[CH:8]=[CH:7][C:6]([NH:9][C:10](=[O:14])[CH2:11][CH:12]=[CH2:13])=[CH:5][CH:4]=1.ClC1C=CC=C(C(OO)=[O:23])C=1, predict the reaction product. The product is: [CH3:1][O:2][C:3]1[CH:8]=[CH:7][C:6]([NH:9][C:10](=[O:14])[CH2:11][CH:12]2[CH2:13][O:23]2)=[CH:5][CH:4]=1. (4) Given the reactants C[O:2][C:3]1[CH:8]=[CH:7][C:6]([C:9]2([C:16]3[CH:21]=[CH:20][C:19]([O:22]C)=[CH:18][CH:17]=3)[CH2:11][CH:10]2[CH2:12][CH2:13][CH2:14][CH3:15])=[CH:5][CH:4]=1.B(Br)(Br)Br, predict the reaction product. The product is: [OH:2][C:3]1[CH:4]=[CH:5][C:6]([C:9]2([C:16]3[CH:17]=[CH:18][C:19]([OH:22])=[CH:20][CH:21]=3)[CH2:11][CH:10]2[CH2:12][CH2:13][CH2:14][CH3:15])=[CH:7][CH:8]=1. (5) The product is: [N:1]1([CH2:6][CH2:7][CH2:8][NH:9][C:10]2[CH:15]=[CH:14][C:13]([NH2:16])=[CH:12][C:11]=2[F:19])[CH:5]=[CH:4][N:3]=[CH:2]1. Given the reactants [N:1]1([CH2:6][CH2:7][CH2:8][NH:9][C:10]2[CH:15]=[CH:14][C:13]([N+:16]([O-])=O)=[CH:12][C:11]=2[F:19])[CH:5]=[CH:4][N:3]=[CH:2]1, predict the reaction product. (6) The product is: [Cl:10][C:3]1[C:4]([CH3:9])=[C:5]([F:8])[CH:6]=[CH:7][C:2]=1[C:11]#[N:12]. Given the reactants Br[C:2]1[C:3]([Cl:10])=[C:4]([CH3:9])[C:5]([F:8])=[CH:6][CH:7]=1.[CH3:11][N:12](C=O)C, predict the reaction product.